This data is from Forward reaction prediction with 1.9M reactions from USPTO patents (1976-2016). The task is: Predict the product of the given reaction. (1) Given the reactants [NH2:1][CH2:2][C@@H:3]1[CH2:8][C@H:7]2[C@H:5]([CH2:6]2)[N:4]1[C:9]([C:11]1[N:12]=[C:13]([CH3:23])[S:14][C:15]=1[C:16]1[CH:21]=[CH:20][CH:19]=[C:18]([F:22])[CH:17]=1)=[O:10].[NH:24]1[C:32]2[C:27](=[CH:28][CH:29]=[CH:30][CH:31]=2)[C:26]([C:33](O)=[O:34])=[N:25]1, predict the reaction product. The product is: [F:22][C:18]1[CH:17]=[C:16]([C:15]2[S:14][C:13]([CH3:23])=[N:12][C:11]=2[C:9]([N:4]2[C@H:3]([CH2:2][NH:1][C:33]([C:26]3[C:27]4[C:32](=[CH:31][CH:30]=[CH:29][CH:28]=4)[NH:24][N:25]=3)=[O:34])[CH2:8][C@H:7]3[C@@H:5]2[CH2:6]3)=[O:10])[CH:21]=[CH:20][CH:19]=1. (2) Given the reactants Cl[C:2]1[N:3]=[C:4]2[C:9](=[CH:10][CH:11]=1)[N:8]=[CH:7][C:6]([C:12]([CH:14]1[CH2:16][CH2:15]1)=[O:13])=[C:5]2[NH:17][C:18]1[CH:19]=[CH:20][C:21]([N:24]2[CH2:29][CH2:28][CH2:27][C@@H:26]([NH:30][C:31](=[O:37])[O:32][C:33]([CH3:36])([CH3:35])[CH3:34])[CH2:25]2)=[N:22][CH:23]=1.[Cl:38][C:39]1[CH:44]=[C:43](B2OC(C)(C)C(C)(C)O2)[CH:42]=[C:41]([Cl:54])[C:40]=1[OH:55], predict the reaction product. The product is: [CH:14]1([C:12]([C:6]2[CH:7]=[N:8][C:9]3[C:4]([C:5]=2[NH:17][C:18]2[CH:19]=[CH:20][C:21]([N:24]4[CH2:29][CH2:28][CH2:27][C@@H:26]([NH:30][C:31](=[O:37])[O:32][C:33]([CH3:34])([CH3:35])[CH3:36])[CH2:25]4)=[N:22][CH:23]=2)=[N:3][C:2]([C:43]2[CH:44]=[C:39]([Cl:38])[C:40]([OH:55])=[C:41]([Cl:54])[CH:42]=2)=[CH:11][CH:10]=3)=[O:13])[CH2:16][CH2:15]1. (3) Given the reactants CS(O[C@@H:6]1[CH2:15][O:14][C@H:13]2[C@@H:8]([O:9][CH:10]([C:16]3[CH:21]=[CH:20][CH:19]=[CH:18][CH:17]=3)[O:11][CH2:12]2)[CH2:7]1)(=O)=O.[N-:22]=[N+]=[N-].[Na+].CP(C)C.[N-]=[N+]=[N-], predict the reaction product. The product is: [C:16]1([CH:10]2[O:9][C@H:8]3[CH2:7][C@@H:6]([NH2:22])[CH2:15][O:14][C@@H:13]3[CH2:12][O:11]2)[CH:21]=[CH:20][CH:19]=[CH:18][CH:17]=1.